From a dataset of Full USPTO retrosynthesis dataset with 1.9M reactions from patents (1976-2016). Predict the reactants needed to synthesize the given product. (1) Given the product [CH3:1][C:2]1[C:6]([C:7]([O:9][CH3:10])=[O:8])=[CH:5][N:4]([C:11]2[CH:16]=[CH:15][CH:14]=[CH:13][CH:12]=2)[N:3]=1, predict the reactants needed to synthesize it. The reactants are: [CH3:1][C:2]1[C:6]([C:7]([O:9][CH3:10])=[O:8])=[CH:5][NH:4][N:3]=1.[CH:11]1(C(C2C(CCC3C=CC=CC=3)=NN(C3C=CC=CC=3)C=2)O)[CH2:16][CH2:15][CH2:14][CH2:13][CH2:12]1.C1(B(O)O)C=CC=CC=1.N1C=CC=CC=1. (2) Given the product [CH2:28]([C:17]1[CH:18]=[CH:19][C:20]([N:22]2[CH2:27][CH2:26][O:25][CH2:24][CH2:23]2)=[CH:21][C:16]=1[CH:11]1[CH2:10][C:9]([CH3:31])([CH3:30])[C:8]2[C:13](=[CH:14][CH:15]=[C:6]([C:4]([OH:5])=[O:3])[CH:7]=2)[NH:12]1)[CH3:29], predict the reactants needed to synthesize it. The reactants are: C([O:3][C:4]([C:6]1[CH:7]=[C:8]2[C:13](=[CH:14][CH:15]=1)[NH:12][CH:11]([C:16]1[CH:21]=[C:20]([N:22]3[CH2:27][CH2:26][O:25][CH2:24][CH2:23]3)[CH:19]=[CH:18][C:17]=1[CH2:28][CH3:29])[CH2:10][C:9]2([CH3:31])[CH3:30])=[O:5])C.[OH-].[Na+].Cl. (3) Given the product [F:20][C:17]1[CH:18]=[CH:19][C:14]([CH2:13][NH:12][C:7]2[N:6]=[C:5]([NH:21][CH2:22][C:23]([F:26])([F:25])[F:24])[C:4]3[C:9](=[CH:10][CH:11]=[C:2]([C:37]4[CH:38]=[CH:39][C:34]([F:33])=[CH:35][CH:36]=4)[CH:3]=3)[N:8]=2)=[CH:15][CH:16]=1, predict the reactants needed to synthesize it. The reactants are: Br[C:2]1[CH:3]=[C:4]2[C:9](=[CH:10][CH:11]=1)[N:8]=[C:7]([NH:12][CH2:13][C:14]1[CH:19]=[CH:18][C:17]([F:20])=[CH:16][CH:15]=1)[N:6]=[C:5]2[NH:21][CH2:22][C:23]([F:26])([F:25])[F:24].C(=O)([O-])[O-].[K+].[K+].[F:33][C:34]1[CH:39]=[CH:38][C:37](B(O)O)=[CH:36][CH:35]=1. (4) Given the product [Cl:1][C:2]1[C:3]([CH:17]2[CH2:19][CH2:18]2)=[N:4][CH:5]=[CH:6][CH:7]=1, predict the reactants needed to synthesize it. The reactants are: [Cl:1][C:2]1[C:3](Br)=[N:4][CH:5]=[CH:6][CH:7]=1.[O-]P([O-])([O-])=O.[K+].[K+].[K+].[CH:17]1(B(O)O)[CH2:19][CH2:18]1. (5) Given the product [CH2:1]([O:8][C:9]1[N:14]=[C:13]2[N:15]([C:19]3[CH:24]=[CH:23][C:22]([CH3:25])=[CH:21][CH:20]=3)[CH:16]=[N:17][C:12]2=[CH:11][CH:10]=1)[C:2]1[CH:3]=[CH:4][CH:5]=[CH:6][CH:7]=1, predict the reactants needed to synthesize it. The reactants are: [CH2:1]([O:8][C:9]1[N:14]=[C:13]2[NH:15][CH:16]=[N:17][C:12]2=[CH:11][CH:10]=1)[C:2]1[CH:7]=[CH:6][CH:5]=[CH:4][CH:3]=1.Br[C:19]1[CH:24]=[CH:23][C:22]([CH3:25])=[CH:21][CH:20]=1.C(=O)([O-])[O-].[K+].[K+].C(OC1N=C2N=CN(C3C=CC(C)=CC=3)C2=CC=1)C1C=CC=CC=1.